From a dataset of Forward reaction prediction with 1.9M reactions from USPTO patents (1976-2016). Predict the product of the given reaction. (1) Given the reactants [Br:1][C:2]1[CH:7]=[CH:6][N:5]=[C:4]2[NH:8][CH:9]=[CH:10][C:3]=12.[H-].[Na+].CN(C)C=O.[C:18]1([S:24](Cl)(=[O:26])=[O:25])[CH:23]=[CH:22][CH:21]=[CH:20][CH:19]=1, predict the reaction product. The product is: [Br:1][C:2]1[CH:7]=[CH:6][N:5]=[C:4]2[N:8]([S:24]([C:18]3[CH:23]=[CH:22][CH:21]=[CH:20][CH:19]=3)(=[O:26])=[O:25])[CH:9]=[CH:10][C:3]=12. (2) Given the reactants [C:1]([O:5][C@@H:6]([C:12]1[C:13]([CH3:37])=[N:14][C:15]2[N:16]([N:29]=[C:30]([C:32]([O:34]CC)=[O:33])[CH:31]=2)[C:17]=1[C:18]1[C:27]([F:28])=[CH:26][C:21]2[O:22][CH2:23][CH2:24][NH:25][C:20]=2[CH:19]=1)[C:7]([O:9][CH2:10][CH3:11])=[O:8])([CH3:4])([CH3:3])[CH3:2].[OH-].[Na+], predict the reaction product. The product is: [C:1]([O:5][C@@H:6]([C:12]1[C:13]([CH3:37])=[N:14][C:15]2[N:16]([N:29]=[C:30]([C:32]([OH:34])=[O:33])[CH:31]=2)[C:17]=1[C:18]1[C:27]([F:28])=[CH:26][C:21]2[O:22][CH2:23][CH2:24][NH:25][C:20]=2[CH:19]=1)[C:7]([O:9][CH2:10][CH3:11])=[O:8])([CH3:4])([CH3:2])[CH3:3]. (3) Given the reactants [F:1][C:2]1[CH:7]=[CH:6][CH:5]=[CH:4][C:3]=1[N:8]1[C:16]2[C:11](=[C:12]([N:17]3[CH2:21][CH2:20][NH:19][C:18]3=[O:22])[CH:13]=[CH:14][CH:15]=2)[CH:10]=[N:9]1.[H-].[Na+].Cl[CH2:26][C:27]1[O:28][C:29]([CH3:32])=[CH:30][N:31]=1, predict the reaction product. The product is: [F:1][C:2]1[CH:7]=[CH:6][CH:5]=[CH:4][C:3]=1[N:8]1[C:16]2[C:11](=[C:12]([N:17]3[CH2:21][CH2:20][N:19]([CH2:26][C:27]4[O:28][C:29]([CH3:32])=[CH:30][N:31]=4)[C:18]3=[O:22])[CH:13]=[CH:14][CH:15]=2)[CH:10]=[N:9]1.